From a dataset of Catalyst prediction with 721,799 reactions and 888 catalyst types from USPTO. Predict which catalyst facilitates the given reaction. (1) Reactant: OO.C(O[C:10]([C:12](F)(F)F)=[O:11])(C(F)(F)F)=O.C(C1N=[N+:20]([O-:31])[C:21]2[CH:30]=[C:29]3[C:25]([CH2:26][CH2:27][CH2:28]3)=[CH:24][C:22]=2[N:23]=1)C.C(O)(C(F)(F)F)=[O:33].N. Product: [N+:20]([C:21]1[CH:30]=[C:29]2[C:25]([CH2:26][CH2:27][CH2:28]2)=[CH:24][C:22]=1[NH:23][C:10](=[O:11])[CH3:12])([O-:31])=[O:33]. The catalyst class is: 366. (2) Reactant: [BH4-].[Na+].[Br-].[CH2:4]([N+:11]1[CH:16]=[CH:15][CH:14]=[CH:13][C:12]=1[CH3:17])[C:5]1[CH:10]=[CH:9][CH:8]=[CH:7][CH:6]=1.O. Product: [CH2:4]([N:11]1[CH2:16][CH:15]=[CH:14][CH2:13][CH:12]1[CH3:17])[C:5]1[CH:10]=[CH:9][CH:8]=[CH:7][CH:6]=1. The catalyst class is: 8. (3) The catalyst class is: 1. Product: [CH3:3][O:4][C:5]1[CH:6]=[C:7]([CH:8]2[CH2:18][O:9]2)[CH:10]=[CH:11][C:12]=1[N+:13]([O-:15])=[O:14]. Reactant: [H-].[Na+].[CH3:3][O:4][C:5]1[CH:6]=[C:7]([CH:10]=[CH:11][C:12]=1[N+:13]([O-:15])=[O:14])[CH:8]=[O:9].[S].O.[CH3:18]S(C)=O. (4) Reactant: [Br:1][C:2]1[CH:9]=[CH:8][C:5]([C:6]#[N:7])=[C:4](F)[CH:3]=1.CS(CCO)(=O)=[O:13].[H-].[Na+]. Product: [Br:1][C:2]1[CH:9]=[CH:8][C:5]([C:6]#[N:7])=[C:4]([OH:13])[CH:3]=1. The catalyst class is: 3. (5) Reactant: [CH2:1]([CH2:3][NH2:4])[OH:2].[C:5]([O-:24])(=[O:23])[CH2:6][CH2:7][CH2:8][CH2:9][CH2:10][CH2:11][CH2:12][CH2:13][CH2:14][CH2:15][CH2:16][CH2:17][CH2:18][CH2:19][CH2:20][CH2:21][CH3:22].[Na+:25].[C:26](=[O:29])([O-:28])[O-:27].[K+:30].[K+].[C:32](=[O:35])([O-:34])[O-:33].[Na+].[Na+]. The catalyst class is: 6. Product: [CH2:1]([CH2:3][NH2:4])[OH:2].[C:5]([O-:24])(=[O:23])[CH2:6][CH2:7][CH2:8][CH2:9][CH2:10][CH2:11][CH2:12][CH2:13][CH2:14][CH2:15][CH2:16][CH2:17][CH2:18][CH2:19][CH2:20][CH2:21][CH3:22].[Na+:25].[C:26](=[O:27])([O-:29])[O-:28].[K+:30].[K+:30].[C:32](=[O:33])([O-:35])[O-:34].[Na+:25].[Na+:25]. (6) The catalyst class is: 12. Product: [CH3:1][N:2]1[CH2:7][CH2:6][CH2:5][C@@H:4]([CH2:8][O:9][C:10]2[C:18]3[C:17]4[CH:19]=[C:20]([C:23]#[N:24])[N:21]=[CH:22][C:16]=4[NH:15][C:14]=3[N:13]=[CH:12][CH:11]=2)[CH2:3]1. Reactant: [CH3:1][N:2]1[CH2:7][CH2:6][CH2:5][C@@H:4]([CH2:8][O:9][C:10]2[C:18]3[C:17]4[CH:19]=[C:20]([C:23]#[N:24])[N:21]=[CH:22][C:16]=4[N:15](COCC[Si](C)(C)C)[C:14]=3[N:13]=[CH:12][CH:11]=2)[CH2:3]1.Br.[OH-].[Na+].Cl. (7) Reactant: Cl[C:2]1[C:11]2[C:6](=[CH:7][CH:8]=[CH:9][CH:10]=2)[N:5]=[CH:4][C:3]=1[N+:12]([O-:14])=[O:13].C(N(CC)CC)C.Cl.[NH2:23][CH2:24][C:25]1([C:31]([O:33][CH2:34][CH3:35])=[O:32])[CH2:30][CH2:29][CH2:28][CH2:27][CH2:26]1. Product: [N+:12]([C:3]1[CH:4]=[N:5][C:6]2[C:11]([C:2]=1[NH:23][CH2:24][C:25]1([C:31]([O:33][CH2:34][CH3:35])=[O:32])[CH2:30][CH2:29][CH2:28][CH2:27][CH2:26]1)=[CH:10][CH:9]=[CH:8][CH:7]=2)([O-:14])=[O:13]. The catalyst class is: 4. (8) The catalyst class is: 2. Reactant: CCN(C(C)C)C(C)C.[CH2:10]([O:12][C:13]1[C:22]([O:23][CH3:24])=[CH:21][C:20]2[C:19]([C:25]3[CH:33]=[CH:32][C:28]([C:29]([OH:31])=O)=[CH:27][CH:26]=3)=[N:18][C@@H:17]3[CH2:34][CH2:35][S:36][CH2:37][C@@H:16]3[C:15]=2[CH:14]=1)[CH3:11].Cl.[F:39][C:40]1[CH:41]=[C:42]([CH:67]=[CH:68][C:69]=1[O:70][CH3:71])[CH2:43][N:44]1[C:49]2[CH:50]=[C:51]([C:53]3[CH:58]=[CH:57][CH:56]=[CH:55][CH:54]=3)[S:52][C:48]=2[C:47](=[O:59])[N:46]([CH:60]2[CH2:65][CH2:64][NH:63][CH2:62][CH2:61]2)[C:45]1=[O:66].CN(C(ON1N=NC2C=CC=CC1=2)=[N+](C)C)C.F[P-](F)(F)(F)(F)F. Product: [CH2:10]([O:12][C:13]1[C:22]([O:23][CH3:24])=[CH:21][C:20]2[C:19]([C:25]3[CH:33]=[CH:32][C:28]([C:29]([N:63]4[CH2:64][CH2:65][CH:60]([N:46]5[C:47](=[O:59])[C:48]6[S:52][C:51]([C:53]7[CH:58]=[CH:57][CH:56]=[CH:55][CH:54]=7)=[CH:50][C:49]=6[N:44]([CH2:43][C:42]6[CH:67]=[CH:68][C:69]([O:70][CH3:71])=[C:40]([F:39])[CH:41]=6)[C:45]5=[O:66])[CH2:61][CH2:62]4)=[O:31])=[CH:27][CH:26]=3)=[N:18][C@@H:17]3[CH2:34][CH2:35][S:36][CH2:37][C@@H:16]3[C:15]=2[CH:14]=1)[CH3:11]. (9) Reactant: [NH2:1][C@H:2]1[CH2:6][N:5]([C:7]([O:9][C:10]([CH3:13])([CH3:12])[CH3:11])=[O:8])[C@@H:4]([CH2:14][N:15]2[C:23](=[O:24])[C:22]3[C:17](=[CH:18][CH:19]=[CH:20][CH:21]=3)[C:16]2=[O:25])[CH2:3]1.[CH3:26][O:27][C:28]1[CH:33]=[CH:32][C:31]([Cl:34])=[CH:30][C:29]=1[S:35](Cl)(=[O:37])=[O:36]. Product: [Cl:34][C:31]1[CH:32]=[CH:33][C:28]([O:27][CH3:26])=[C:29]([S:35]([NH:1][C@H:2]2[CH2:6][N:5]([C:7]([O:9][C:10]([CH3:12])([CH3:13])[CH3:11])=[O:8])[C@@H:4]([CH2:14][N:15]3[C:23](=[O:24])[C:22]4[C:17](=[CH:18][CH:19]=[CH:20][CH:21]=4)[C:16]3=[O:25])[CH2:3]2)(=[O:36])=[O:37])[CH:30]=1. The catalyst class is: 2.